Dataset: Reaction yield outcomes from USPTO patents with 853,638 reactions. Task: Predict the reaction yield, written as a fraction of the theoretical maximum amount of product (1.0 means a 100% yield; for example, 0.34 means a 34% yield). (1) The reactants are BrC1C=C(C2C=CC=CC=2)C=CC=1.[O:14]1CCOCC1.[CH:20]1([P:26]([CH:43]2[CH2:48][CH2:47][CH2:46][CH2:45][CH2:44]2)[C:27]2[CH:32]=[CH:31][CH:30]=[CH:29][C:28]=2[C:33]2[C:38]([O:39][CH3:40])=[CH:37][CH:36]=[CH:35][C:34]=2[O:41][CH3:42])[CH2:25][CH2:24][CH2:23][CH2:22][CH2:21]1.O.NN. The catalyst is C([O-])(=O)C.[Pd+2].C([O-])(=O)C.O.C(OCC)(=O)C.CO. The product is [CH:43]1([P:26]([CH:20]2[CH2:25][CH2:24][CH2:23][CH2:22][CH2:21]2)([C:27]2[CH:32]=[CH:31][CH:30]=[CH:29][C:28]=2[C:33]2[C:38]([O:39][CH3:40])=[CH:37][CH:36]=[CH:35][C:34]=2[O:41][CH3:42])=[O:14])[CH2:44][CH2:45][CH2:46][CH2:47][CH2:48]1. The yield is 0.510. (2) The reactants are C(O[C:4](=[O:21])[C:5](=[C:11]([S:19][CH3:20])[NH:12][C:13]1[CH:18]=[CH:17][CH:16]=[CH:15][CH:14]=1)[C:6]([O:8][CH2:9][CH3:10])=[O:7])C. The catalyst is ClC1C=CC=CC=1Cl. The product is [CH2:9]([O:8][C:6]([C:5]1[C:11]([S:19][CH3:20])=[N:12][C:13]2[C:14]([C:4]=1[OH:21])=[CH:15][CH:16]=[CH:17][CH:18]=2)=[O:7])[CH3:10]. The yield is 0.350.